This data is from Full USPTO retrosynthesis dataset with 1.9M reactions from patents (1976-2016). The task is: Predict the reactants needed to synthesize the given product. (1) The reactants are: [O:1]=[C:2]([CH2:12][CH2:13][CH2:14][CH2:15][CH2:16][CH3:17])[CH2:3][CH2:4][C:5]([O:7][CH2:8]C(C)C)=[O:6].[OH-].[Na+]. Given the product [O:1]=[C:2]([CH2:12][CH2:13][CH2:14][CH2:15][CH2:16][CH3:17])[CH2:3][CH2:4][C:5]([O:7][CH3:8])=[O:6], predict the reactants needed to synthesize it. (2) The reactants are: B(Br)(Br)Br.[CH3:5][C@@H:6]1[CH2:10][CH2:9][C@@H:8]([CH3:11])[N:7]1[CH:12]1[CH2:20][C:19]2[C:14](=[CH:15][CH:16]=[C:17]([O:21]C)[CH:18]=2)[CH2:13]1. Given the product [CH3:5][C@@H:6]1[CH2:10][CH2:9][C@@H:8]([CH3:11])[N:7]1[CH:12]1[CH2:20][C:19]2[C:14](=[CH:15][CH:16]=[C:17]([OH:21])[CH:18]=2)[CH2:13]1, predict the reactants needed to synthesize it. (3) Given the product [NH2:59][C:55]1[CH:54]=[CH:53][C:52]([C:49]2[CH:50]=[CH:51][C:45]3[O:44][NH:57][CH2:56][CH:55]([C:54]4[C:69]5[C:68](=[CH:16][CH:21]=[CH:20][CH:19]=5)[N:67]=[CH:72][CH:71]=4)[CH2:47][C:46]=3[CH:48]=2)=[CH:65][C:56]=1[NH:57][C:4]([CH:1]1[CH2:3][CH2:2]1)=[O:6], predict the reactants needed to synthesize it. The reactants are: [CH:1]1([C:4]([OH:6])=O)[CH2:3][CH2:2]1.CN(C(ON1N=N[C:21]2[C:16]1=CC=[CH:19][CH:20]=2)=[N+](C)C)C.F[P-](F)(F)(F)(F)F.N1C2C(=CC=CC=2)C(N2[CH2:47][C:46]3[CH:48]=[C:49]([C:52]4[CH:53]=[CH:54][C:55]5[N:59]=C(NC(=O)OC)[NH:57][C:56]=5[CH:65]=4)[CH:50]=[CH:51][C:45]=3[O:44]CC2)=CC=1.C[N:67]1[CH2:72][CH2:71]O[CH2:69][CH2:68]1.